From a dataset of Catalyst prediction with 721,799 reactions and 888 catalyst types from USPTO. Predict which catalyst facilitates the given reaction. (1) Reactant: [Cl:1][C:2]1[N:3]=[N:4][C:5](Cl)=[CH:6][CH:7]=1.[C:9]1([OH:15])[CH:14]=[CH:13][CH:12]=[CH:11][CH:10]=1. Product: [Cl:1][C:2]1[N:3]=[N:4][C:5]([O:15][C:9]2[CH:14]=[CH:13][CH:12]=[CH:11][CH:10]=2)=[CH:6][CH:7]=1. The catalyst class is: 74. (2) Reactant: Cl[C:2]1[S:6][C:5]([C:7]#[N:8])=[N:4][N:3]=1.[C:9]([O:13][C:14]([N:16]1[CH2:21][CH2:20][CH:19]([NH2:22])[CH2:18][CH2:17]1)=[O:15])([CH3:12])([CH3:11])[CH3:10].C(N(C(C)C)CC)(C)C. Product: [C:9]([O:13][C:14]([N:16]1[CH2:21][CH2:20][CH:19]([NH:22][C:2]2[S:6][C:5]([C:7]#[N:8])=[N:4][N:3]=2)[CH2:18][CH2:17]1)=[O:15])([CH3:12])([CH3:10])[CH3:11]. The catalyst class is: 10. (3) The catalyst class is: 149. Product: [N+:11]([C:4]1[CH:3]=[C:2]([C:16]2[CH:15]=[N:14][CH:19]=[CH:18][CH:17]=2)[C:10]2[O:9][CH2:8][CH2:7][C:6]=2[CH:5]=1)([O-:13])=[O:12]. Reactant: I[C:2]1[C:10]2[O:9][CH2:8][CH2:7][C:6]=2[CH:5]=[C:4]([N+:11]([O-:13])=[O:12])[CH:3]=1.[N:14]1[CH:19]=[CH:18][CH:17]=[C:16](B(O)O)[CH:15]=1.C(=O)([O-])[O-].[Na+].[Na+].